Dataset: Full USPTO retrosynthesis dataset with 1.9M reactions from patents (1976-2016). Task: Predict the reactants needed to synthesize the given product. (1) Given the product [Br:1][CH2:9][C:10]1[CH:15]=[CH:14][C:13]([N+:16]([O-:18])=[O:17])=[C:12]([O:19][CH3:20])[CH:11]=1, predict the reactants needed to synthesize it. The reactants are: [Br:1]N1C(=O)CCC1=O.[CH3:9][C:10]1[CH:15]=[CH:14][C:13]([N+:16]([O-:18])=[O:17])=[C:12]([O:19][CH3:20])[CH:11]=1. (2) The reactants are: [BH4-].[Na+].[CH2:3]([C:10]1[CH2:11][CH2:12][CH2:13][N:14]=1)[C:4]1[CH:9]=[CH:8][CH:7]=[CH:6][CH:5]=1.[OH-].[Na+].[C:17](O[C:17]([O:19][C:20]([CH3:23])([CH3:22])[CH3:21])=[O:18])([O:19][C:20]([CH3:23])([CH3:22])[CH3:21])=[O:18]. Given the product [C:20]([O:19][C:17]([N:14]1[CH2:13][CH2:12][CH2:11][CH:10]1[CH2:3][C:4]1[CH:9]=[CH:8][CH:7]=[CH:6][CH:5]=1)=[O:18])([CH3:23])([CH3:22])[CH3:21], predict the reactants needed to synthesize it. (3) Given the product [NH2:10][CH2:11][C:12]1[N:21]([C:22]2[CH:27]=[CH:26][C:25]([F:28])=[CH:24][CH:23]=2)[C:20](=[O:29])[C:19]2[C:14](=[CH:15][CH:16]=[CH:17][CH:18]=2)[N:13]=1, predict the reactants needed to synthesize it. The reactants are: C(OC(=O)[NH:10][CH2:11][C:12]1[N:21]([C:22]2[CH:27]=[CH:26][C:25]([F:28])=[CH:24][CH:23]=2)[C:20](=[O:29])[C:19]2[C:14](=[CH:15][CH:16]=[CH:17][CH:18]=2)[N:13]=1)C1C=CC=CC=1. (4) Given the product [C:1]([NH:4][CH2:5][CH2:6][NH:7][C:8]1[N:13]=[C:12]([C:14]2[CH:19]=[CH:18][CH:17]=[CH:16][CH:15]=2)[N:11]=[C:10]([NH:20][C:21](=[O:26])[C:22]([OH:24])=[O:23])[CH:9]=1)(=[O:3])[CH3:2], predict the reactants needed to synthesize it. The reactants are: [C:1]([NH:4][CH2:5][CH2:6][NH:7][C:8]1[N:13]=[C:12]([C:14]2[CH:19]=[CH:18][CH:17]=[CH:16][CH:15]=2)[N:11]=[C:10]([NH:20][C:21](=[O:26])[C:22]([O:24]C)=[O:23])[CH:9]=1)(=[O:3])[CH3:2]. (5) Given the product [F:1][C:2]1[CH:3]=[C:4]([CH:8]=[C:9]([N+:11]([O-:13])=[O:12])[CH:10]=1)[C:5]([NH:7][CH3:14])=[O:6], predict the reactants needed to synthesize it. The reactants are: [F:1][C:2]1[CH:3]=[C:4]([CH:8]=[C:9]([N+:11]([O-:13])=[O:12])[CH:10]=1)[C:5]([NH2:7])=[O:6].[C:14](=O)([O-])[O-].[Cs+].[Cs+].S(OC)(OC)(=O)=O. (6) Given the product [Br:20][C:15]1[CH:14]=[C:13]([CH:6]([C:7]2[S:8][C:9]([CH3:12])=[CH:10][N:11]=2)[CH2:5][C:4]([OH:21])=[O:3])[CH:18]=[C:17]([Cl:19])[CH:16]=1, predict the reactants needed to synthesize it. The reactants are: C([O:3][C:4](=[O:21])[CH2:5][CH:6]([C:13]1[CH:18]=[C:17]([Cl:19])[CH:16]=[C:15]([Br:20])[CH:14]=1)[C:7]1[S:8][C:9]([CH3:12])=[CH:10][N:11]=1)C.[Li+].[OH-].